The task is: Predict the reaction yield, written as a fraction of the theoretical maximum amount of product (1.0 means a 100% yield; for example, 0.34 means a 34% yield).. This data is from Reaction yield outcomes from USPTO patents with 853,638 reactions. (1) The reactants are [Br:1][C:2]1[CH:9]=[CH:8][C:7]([F:10])=[CH:6][C:3]=1[CH:4]=[O:5].[CH2:11](O)[CH2:12][OH:13]. The catalyst is C1(C)C=CC=CC=1.O.C1(C)C=CC(S(O)(=O)=O)=CC=1. The product is [Br:1][C:2]1[CH:9]=[CH:8][C:7]([F:10])=[CH:6][C:3]=1[CH:4]1[O:13][CH2:12][CH2:11][O:5]1. The yield is 0.950. (2) The reactants are C(=O)([O-])[O-].[K+].[K+].[N:7]1[CH:12]=[CH:11][CH:10]=[C:9]([NH:13][C:14]([N:16]2[CH2:19][CH:18]([O:20][C:21]3[CH:26]=[CH:25][C:24]([C:27]4[CH:32]=[CH:31][CH:30]=[C:29]([OH:33])[CH:28]=4)=[CH:23][N:22]=3)[CH2:17]2)=[O:15])[CH:8]=1.[CH3:34][O:35][CH2:36][CH2:37]Br. The catalyst is CN(C=O)C. The product is [N:7]1[CH:12]=[CH:11][CH:10]=[C:9]([NH:13][C:14]([N:16]2[CH2:19][CH:18]([O:20][C:21]3[CH:26]=[CH:25][C:24]([C:27]4[CH:32]=[CH:31][CH:30]=[C:29]([O:33][CH2:37][CH2:36][O:35][CH3:34])[CH:28]=4)=[CH:23][N:22]=3)[CH2:17]2)=[O:15])[CH:8]=1. The yield is 0.290. (3) The reactants are [NH2:1][C:2]1[C:3]([NH:26][CH3:27])=[CH:4][C:5]([O:21][CH2:22][CH:23]([F:25])[F:24])=[C:6]([CH:20]=1)[C:7]([NH:9][C@H:10]1[CH2:15][CH2:14][C@H:13]([C:16]([F:19])([F:18])[F:17])[CH2:12][CH2:11]1)=[O:8].[N:28]([C:31]1[CH:32]=[C:33]([CH:42]=[CH:43][C:44]=1[C:45]([F:48])([F:47])[F:46])[CH2:34][N-:35][C:36](=[O:41])[C:37]([CH3:40])([CH3:39])[CH3:38])=[C:29]=S. No catalyst specified. The product is [F:17][C:16]([F:18])([F:19])[C@H:13]1[CH2:14][CH2:15][C@H:10]([NH:9][C:7]([C:6]2[C:5]([O:21][CH2:22][CH:23]([F:24])[F:25])=[CH:4][C:3]3[N:26]([CH3:27])[C:29]([NH:28][C:31]4[CH:32]=[C:33]([CH2:34][NH:35][C:36]([C:37]([CH3:40])([CH3:39])[CH3:38])=[O:41])[CH:42]=[CH:43][C:44]=4[C:45]([F:48])([F:47])[F:46])=[N:1][C:2]=3[CH:20]=2)=[O:8])[CH2:11][CH2:12]1. The yield is 0.510. (4) The reactants are Cl.[NH:2]1[CH2:7][CH2:6][CH2:5][CH:4]([C:8]2[CH:23]=[CH:22][C:11]([O:12][C:13]3[CH:21]=[CH:20][C:16]([C:17]([NH2:19])=[O:18])=[CH:15][N:14]=3)=[CH:10][CH:9]=2)[CH2:3]1.Br[CH2:25][CH2:26][C:27]1[CH:32]=[CH:31][CH:30]=[CH:29][CH:28]=1.C(=O)([O-])[O-].[K+].[K+]. The catalyst is CN(C)C=O. The product is [CH2:25]([N:2]1[CH2:7][CH2:6][CH2:5][CH:4]([C:8]2[CH:9]=[CH:10][C:11]([O:12][C:13]3[CH:21]=[CH:20][C:16]([C:17]([NH2:19])=[O:18])=[CH:15][N:14]=3)=[CH:22][CH:23]=2)[CH2:3]1)[CH2:26][C:27]1[CH:32]=[CH:31][CH:30]=[CH:29][CH:28]=1. The yield is 0.640. (5) The reactants are [Cl:1][C:2]1[C:7]([Cl:8])=[CH:6][CH:5]=[CH:4][C:3]=1[CH2:9][N:10]1[C:14]2[CH:15]=[C:16]([N:22]3[CH2:27][CH2:26][O:25][CH2:24][CH2:23]3)[CH:17]=[C:18]([C:19]([NH2:21])=O)[C:13]=2[N:12]=[C:11]1[C:28]([F:31])([F:30])[F:29].COC(OC)[N:35]([CH3:37])C.O.[NH2:41]N. No catalyst specified. The product is [Cl:1][C:2]1[C:7]([Cl:8])=[CH:6][CH:5]=[CH:4][C:3]=1[CH2:9][N:10]1[C:14]2[CH:15]=[C:16]([N:22]3[CH2:23][CH2:24][O:25][CH2:26][CH2:27]3)[CH:17]=[C:18]([C:19]3[N:21]=[CH:37][NH:35][N:41]=3)[C:13]=2[N:12]=[C:11]1[C:28]([F:29])([F:30])[F:31]. The yield is 0.276.